This data is from Peptide-MHC class II binding affinity with 134,281 pairs from IEDB. The task is: Regression. Given a peptide amino acid sequence and an MHC pseudo amino acid sequence, predict their binding affinity value. This is MHC class II binding data. (1) The peptide sequence is TYLMCLSPLMANLAP. The MHC is DRB1_0101 with pseudo-sequence DRB1_0101. The binding affinity (normalized) is 1.00. (2) The peptide sequence is NAVSLCILTINAVASKK. The MHC is DRB1_0801 with pseudo-sequence DRB1_0801. The binding affinity (normalized) is 0.387. (3) The peptide sequence is QAGNNLMMIEQYPYV. The MHC is DRB1_1201 with pseudo-sequence DRB1_1201. The binding affinity (normalized) is 0.739.